From a dataset of Reaction yield outcomes from USPTO patents with 853,638 reactions. Predict the reaction yield, written as a fraction of the theoretical maximum amount of product (1.0 means a 100% yield; for example, 0.34 means a 34% yield). (1) The reactants are C[O:2][C:3](=[O:17])[C:4]1[C:9]([C:10]2[N:15]=[CH:14][CH:13]=[CH:12][N:11]=2)=[CH:8][CH:7]=[CH:6][C:5]=1[F:16].[OH-].[Na+]. No catalyst specified. The product is [F:16][C:5]1[CH:6]=[CH:7][CH:8]=[C:9]([C:10]2[N:11]=[CH:12][CH:13]=[CH:14][N:15]=2)[C:4]=1[C:3]([OH:17])=[O:2]. The yield is 0.880. (2) The reactants are [CH3:1][C:2]1([C:5]([OH:7])=O)[CH2:4][CH2:3]1.[S:8]1[CH:12]=[CH:11][CH:10]=[C:9]1[CH2:13][NH2:14].C(N(CC)CC)C.CCN=C=NCCCN(C)C. The catalyst is C(Cl)Cl.CN(C1C=CN=CC=1)C. The product is [S:8]1[CH:12]=[CH:11][CH:10]=[C:9]1[CH2:13][NH:14][C:5]([C:2]1([CH3:1])[CH2:4][CH2:3]1)=[O:7]. The yield is 0.390. (3) The reactants are [N:1]1[CH:6]=[CH:5][N:4]=[CH:3][C:2]=1[C:7]([OH:9])=[O:8].S(=O)(=O)(O)O.[CH3:15]O. No catalyst specified. The product is [N:1]1[CH:6]=[CH:5][N:4]=[CH:3][C:2]=1[C:7]([O:9][CH3:15])=[O:8]. The yield is 0.948. (4) The reactants are [O:1]=[C:2]1[CH2:7][NH:6][CH2:5][CH2:4][N:3]1[CH2:8][C:9]([O:11][CH2:12][CH3:13])=[O:10].CCN(C(C)C)C(C)C.Cl[C:24]([O:26][C:27]1[CH:32]=[CH:31][C:30]([N+:33]([O-:35])=[O:34])=[CH:29][CH:28]=1)=[O:25]. The catalyst is C(Cl)Cl.[Cl-].[Na+].O. The product is [CH2:12]([O:11][C:9](=[O:10])[CH2:8][N:3]1[CH2:4][CH2:5][N:6]([C:24]([O:26][C:27]2[CH:28]=[CH:29][C:30]([N+:33]([O-:35])=[O:34])=[CH:31][CH:32]=2)=[O:25])[CH2:7][C:2]1=[O:1])[CH3:13]. The yield is 0.550. (5) The reactants are [NH:1]1[CH2:6][CH2:5][C:4](=[C:7]([C:10]2[CH:15]=[CH:14][CH:13]=[CH:12][N:11]=2)[C:8]#[N:9])[CH2:3][CH2:2]1.[CH3:16][CH2:17][N:18](CC)CC.ClCC#N. The product is [C:17]([CH2:16][N:1]1[CH2:6][CH2:5][C:4](=[C:7]([C:10]2[CH:15]=[CH:14][CH:13]=[CH:12][N:11]=2)[C:8]#[N:9])[CH2:3][CH2:2]1)#[N:18]. The catalyst is C1COCC1. The yield is 0.710. (6) The reactants are Br[C:2]1[CH:3]=[C:4]([N:22]([CH2:29][CH3:30])[CH:23]2[CH2:28][CH2:27][O:26][CH2:25][CH2:24]2)[C:5]([CH3:21])=[C:6]([CH:20]=1)[C:7]([NH:9][CH2:10][C:11]1[C:12](=[O:19])[NH:13][C:14]([CH3:18])=[CH:15][C:16]=1[CH3:17])=[O:8].[O:31]1[CH2:36][CH2:35][N:34]([CH2:37][C:38]2[CH:43]=[CH:42][C:41](B3OC(C)(C)C(C)(C)O3)=[CH:40][CH:39]=2)[CH2:33][CH2:32]1.C([O-])([O-])=O.[Na+].[Na+].O1CCO[CH2:61][CH2:60]1.O. The catalyst is O.C1C=CC([P]([Pd]([P](C2C=CC=CC=2)(C2C=CC=CC=2)C2C=CC=CC=2)([P](C2C=CC=CC=2)(C2C=CC=CC=2)C2C=CC=CC=2)[P](C2C=CC=CC=2)(C2C=CC=CC=2)C2C=CC=CC=2)(C2C=CC=CC=2)C2C=CC=CC=2)=CC=1. The product is [CH2:29]([N:22]([CH:23]1[CH2:28][CH2:27][O:26][CH2:25][CH2:24]1)[C:4]1[C:5]([CH3:21])=[C:6]([C:7]([NH:9][CH2:10][C:11]2[C:12](=[O:19])[NH:13][C:14]([CH3:18])=[CH:15][C:16]=2[CH2:17][CH2:60][CH3:61])=[O:8])[CH:20]=[C:2]([C:41]2[CH:40]=[CH:39][C:38]([CH2:37][N:34]3[CH2:35][CH2:36][O:31][CH2:32][CH2:33]3)=[CH:43][CH:42]=2)[CH:3]=1)[CH3:30]. The yield is 0.700.